This data is from NCI-60 drug combinations with 297,098 pairs across 59 cell lines. The task is: Regression. Given two drug SMILES strings and cell line genomic features, predict the synergy score measuring deviation from expected non-interaction effect. (1) Drug 1: CC1=C2C(C(=O)C3(C(CC4C(C3C(C(C2(C)C)(CC1OC(=O)C(C(C5=CC=CC=C5)NC(=O)OC(C)(C)C)O)O)OC(=O)C6=CC=CC=C6)(CO4)OC(=O)C)OC)C)OC. Cell line: IGROV1. Synergy scores: CSS=39.6, Synergy_ZIP=-9.89, Synergy_Bliss=-5.29, Synergy_Loewe=-0.343, Synergy_HSA=1.26. Drug 2: C1=CC(=CC=C1CCCC(=O)O)N(CCCl)CCCl. (2) Drug 1: CCCCCOC(=O)NC1=NC(=O)N(C=C1F)C2C(C(C(O2)C)O)O. Drug 2: C1C(C(OC1N2C=NC(=NC2=O)N)CO)O. Cell line: U251. Synergy scores: CSS=-16.4, Synergy_ZIP=6.04, Synergy_Bliss=-4.20, Synergy_Loewe=-89.3, Synergy_HSA=-21.4. (3) Drug 2: CC1=CC=C(C=C1)C2=CC(=NN2C3=CC=C(C=C3)S(=O)(=O)N)C(F)(F)F. Synergy scores: CSS=-4.00, Synergy_ZIP=2.58, Synergy_Bliss=-1.09, Synergy_Loewe=-7.21, Synergy_HSA=-6.86. Cell line: UACC-257. Drug 1: CN(C)N=NC1=C(NC=N1)C(=O)N. (4) Drug 1: CCCCCOC(=O)NC1=NC(=O)N(C=C1F)C2C(C(C(O2)C)O)O. Drug 2: CC1=C(N=C(N=C1N)C(CC(=O)N)NCC(C(=O)N)N)C(=O)NC(C(C2=CN=CN2)OC3C(C(C(C(O3)CO)O)O)OC4C(C(C(C(O4)CO)O)OC(=O)N)O)C(=O)NC(C)C(C(C)C(=O)NC(C(C)O)C(=O)NCCC5=NC(=CS5)C6=NC(=CS6)C(=O)NCCC[S+](C)C)O. Cell line: BT-549. Synergy scores: CSS=25.7, Synergy_ZIP=-7.31, Synergy_Bliss=-1.28, Synergy_Loewe=-15.2, Synergy_HSA=0.213. (5) Drug 1: C1=NC2=C(N1)C(=S)N=C(N2)N. Drug 2: COCCOC1=C(C=C2C(=C1)C(=NC=N2)NC3=CC=CC(=C3)C#C)OCCOC.Cl. Cell line: OVCAR-8. Synergy scores: CSS=30.6, Synergy_ZIP=0.845, Synergy_Bliss=3.26, Synergy_Loewe=3.58, Synergy_HSA=3.67. (6) Drug 1: CC1=CC2C(CCC3(C2CCC3(C(=O)C)OC(=O)C)C)C4(C1=CC(=O)CC4)C. Drug 2: C1CC(=O)NC(=O)C1N2C(=O)C3=CC=CC=C3C2=O. Cell line: HOP-62. Synergy scores: CSS=-5.31, Synergy_ZIP=1.63, Synergy_Bliss=0.278, Synergy_Loewe=-4.49, Synergy_HSA=-5.39. (7) Drug 1: C1=CC(=CC=C1CCC2=CNC3=C2C(=O)NC(=N3)N)C(=O)NC(CCC(=O)O)C(=O)O. Drug 2: C(CCl)NC(=O)N(CCCl)N=O. Cell line: COLO 205. Synergy scores: CSS=31.9, Synergy_ZIP=-2.35, Synergy_Bliss=-4.79, Synergy_Loewe=-10.9, Synergy_HSA=-4.10.